This data is from NCI-60 drug combinations with 297,098 pairs across 59 cell lines. The task is: Regression. Given two drug SMILES strings and cell line genomic features, predict the synergy score measuring deviation from expected non-interaction effect. (1) Drug 1: CC1=C2C(C(=O)C3(C(CC4C(C3C(C(C2(C)C)(CC1OC(=O)C(C(C5=CC=CC=C5)NC(=O)OC(C)(C)C)O)O)OC(=O)C6=CC=CC=C6)(CO4)OC(=O)C)O)C)O. Drug 2: C1CN(CCN1C(=O)CCBr)C(=O)CCBr. Cell line: SNB-19. Synergy scores: CSS=21.5, Synergy_ZIP=-2.37, Synergy_Bliss=2.78, Synergy_Loewe=3.72, Synergy_HSA=3.91. (2) Drug 1: C1CC(=O)NC(=O)C1N2CC3=C(C2=O)C=CC=C3N. Drug 2: C1C(C(OC1N2C=NC3=C2NC=NCC3O)CO)O. Cell line: UACC-257. Synergy scores: CSS=0.524, Synergy_ZIP=6.84, Synergy_Bliss=1.68, Synergy_Loewe=0.828, Synergy_HSA=0.251. (3) Drug 1: CC(C1=C(C=CC(=C1Cl)F)Cl)OC2=C(N=CC(=C2)C3=CN(N=C3)C4CCNCC4)N. Drug 2: CC1=CC=C(C=C1)C2=CC(=NN2C3=CC=C(C=C3)S(=O)(=O)N)C(F)(F)F. Cell line: BT-549. Synergy scores: CSS=3.71, Synergy_ZIP=2.20, Synergy_Bliss=6.89, Synergy_Loewe=2.69, Synergy_HSA=2.65. (4) Drug 1: CN1C(=O)N2C=NC(=C2N=N1)C(=O)N. Drug 2: C1=NC(=NC(=O)N1C2C(C(C(O2)CO)O)O)N. Cell line: COLO 205. Synergy scores: CSS=39.4, Synergy_ZIP=-4.26, Synergy_Bliss=-1.89, Synergy_Loewe=-22.7, Synergy_HSA=-1.33. (5) Drug 1: C1CC(=O)NC(=O)C1N2CC3=C(C2=O)C=CC=C3N. Drug 2: CC12CCC3C(C1CCC2O)C(CC4=C3C=CC(=C4)O)CCCCCCCCCS(=O)CCCC(C(F)(F)F)(F)F. Cell line: EKVX. Synergy scores: CSS=5.25, Synergy_ZIP=-1.36, Synergy_Bliss=0.149, Synergy_Loewe=2.97, Synergy_HSA=1.91. (6) Drug 1: C1=CC(=CC=C1CC(C(=O)O)N)N(CCCl)CCCl.Cl. Drug 2: CC(C)(C#N)C1=CC(=CC(=C1)CN2C=NC=N2)C(C)(C)C#N. Cell line: SW-620. Synergy scores: CSS=17.6, Synergy_ZIP=-4.53, Synergy_Bliss=1.30, Synergy_Loewe=-1.47, Synergy_HSA=-1.92.